Dataset: Reaction yield outcomes from USPTO patents with 853,638 reactions. Task: Predict the reaction yield, written as a fraction of the theoretical maximum amount of product (1.0 means a 100% yield; for example, 0.34 means a 34% yield). (1) The reactants are Cl.[F:2][C:3]1[CH:8]=[CH:7][C:6](CN)=[C:5]([N:11]2[CH:15]=[N:14][CH:13]=[N:12]2)[CH:4]=1.FC1C=CC([C:21]#[N:22])=C(N2C=NC=N2)C=1.Cl. The catalyst is C(O)C.[Pd]. The product is [N:11]1([C:5]2[CH:6]=[CH:7][C:8]([C:21]#[N:22])=[C:3]([F:2])[CH:4]=2)[CH:15]=[N:14][CH:13]=[N:12]1. The yield is 0.990. (2) The reactants are [Br:1][C:2]1[CH:3]=[C:4]([CH3:11])[C:5](F)=[C:6]([CH:9]=1)[C:7]#[N:8].C([O-])([O-])=O.[K+].[K+].[NH:18]1[CH:22]=[N:21][CH:20]=[N:19]1. The catalyst is CN(C=O)C.O. The product is [Br:1][C:2]1[CH:3]=[C:4]([CH3:11])[C:5]([N:18]2[CH:22]=[N:21][CH:20]=[N:19]2)=[C:6]([CH:9]=1)[C:7]#[N:8]. The yield is 0.490. (3) The reactants are C(OCCCCC)(=O)C.[OH:10][C:11]1[CH:20]=[CH:19][C:14]([C:15]([O:17]C)=[O:16])=[CH:13][CH:12]=1.C(=O)([O-])[O-].[K+].[K+].Cl.[Cl:28][CH2:29][CH2:30][N:31]1[CH2:36][CH2:35][CH2:34][CH2:33][CH2:32]1. No catalyst specified. The product is [ClH:28].[N:31]1([CH2:30][CH2:29][O:10][C:11]2[CH:20]=[CH:19][C:14]([C:15]([OH:17])=[O:16])=[CH:13][CH:12]=2)[CH2:36][CH2:35][CH2:34][CH2:33][CH2:32]1. The yield is 0.910. (4) The reactants are [BH4-].[Na+].[C:3]([C:11]1[S:12][CH:13]=[CH:14][CH:15]=1)(=O)[C:4]1[CH:9]=[CH:8][CH:7]=[CH:6]C=1.[Cl-].[NH4+].CO.C1C[O:23][CH2:22]C1. No catalyst specified. The product is [S:12]1[CH:13]=[CH:14][CH:15]=[C:11]1[C:3]1([CH:4]=[CH:9][CH:8]=[CH:7][CH2:6]1)[CH2:22][OH:23]. The yield is 0.920. (5) The reactants are [CH3:1][O:2][C:3]1[CH:10]=[CH:9][C:6]([CH:7]=O)=[CH:5][CH:4]=1.S(Cl)([Cl:14])(=O)=O.[N:16]1C=CC=[CH:18][CH:17]=1. No catalyst specified. The product is [CH3:1][O:2][C:3]1[CH:10]=[CH:9][C:6]([CH2:7][CH2:18][CH2:17][NH2:16])=[CH:5][C:4]=1[Cl:14]. The yield is 0.770. (6) The reactants are [F:1][C:2]1[CH:16]=[CH:15][C:5]2[N:6]=[N:7][N:8]([CH2:11][C:12]([OH:14])=O)[C:9](=[O:10])[C:4]=2[CH:3]=1.[CH3:17][O:18][C:19]1[CH:24]=[CH:23][C:22]([C@@H:25]([NH2:27])[CH3:26])=[CH:21][CH:20]=1. No catalyst specified. The product is [F:1][C:2]1[CH:16]=[CH:15][C:5]2[N:6]=[N:7][N:8]([CH2:11][C:12]([NH:27][C@H:25]([C:22]3[CH:23]=[CH:24][C:19]([O:18][CH3:17])=[CH:20][CH:21]=3)[CH3:26])=[O:14])[C:9](=[O:10])[C:4]=2[CH:3]=1. The yield is 0.580. (7) The reactants are Br[C:2]1[CH:10]=[CH:9][CH:8]=[C:7]2[C:3]=1[C:4]([C:15]([N:17]1[CH2:22][CH2:21][CH:20]([C:23]3[CH:24]=[C:25]([CH:34]=[CH:35][C:36]=3[F:37])[CH2:26][NH:27][C:28](=[O:33])[C:29]([F:32])([F:31])[F:30])[CH2:19][CH2:18]1)=[O:16])=[CH:5][N:6]2[CH2:11][CH2:12][O:13][CH3:14].[F:38][C:39]1[CH:44]=[CH:43][C:42](B(O)O)=[CH:41][CH:40]=1.C(=O)([O-])[O-].[Cs+].[Cs+].C(Cl)Cl. The catalyst is O1CCOCC1.O.C1C=CC(P(C2C=CC=CC=2)[C-]2C=CC=C2)=CC=1.C1C=CC(P(C2C=CC=CC=2)[C-]2C=CC=C2)=CC=1.Cl[Pd]Cl.[Fe+2]. The product is [F:31][C:29]([F:32])([F:30])[C:28]([NH:27][CH2:26][C:25]1[CH:34]=[CH:35][C:36]([F:37])=[C:23]([CH:20]2[CH2:21][CH2:22][N:17]([C:15]([C:4]3[C:3]4[C:7](=[CH:8][CH:9]=[CH:10][C:2]=4[C:42]4[CH:43]=[CH:44][C:39]([F:38])=[CH:40][CH:41]=4)[N:6]([CH2:11][CH2:12][O:13][CH3:14])[CH:5]=3)=[O:16])[CH2:18][CH2:19]2)[CH:24]=1)=[O:33]. The yield is 0.910.